This data is from Full USPTO retrosynthesis dataset with 1.9M reactions from patents (1976-2016). The task is: Predict the reactants needed to synthesize the given product. The reactants are: [NH2:1][C:2]1[S:3][C:4]([C:13]([NH:15][OH:16])=[NH:14])=[C:5]([C:7]2[CH:12]=[CH:11][CH:10]=[CH:9][CH:8]=2)[N:6]=1.[CH:17](OC)(OC)OC.B(F)(F)F.CCOCC. Given the product [O:16]1[CH:17]=[N:14][C:13]([C:4]2[S:3][C:2]([NH2:1])=[N:6][C:5]=2[C:7]2[CH:12]=[CH:11][CH:10]=[CH:9][CH:8]=2)=[N:15]1, predict the reactants needed to synthesize it.